Dataset: Full USPTO retrosynthesis dataset with 1.9M reactions from patents (1976-2016). Task: Predict the reactants needed to synthesize the given product. (1) Given the product [CH3:3][O:2][N:4]=[C:18]([CH2:17][CH2:16][CH2:15][N:14]1[C:10]2[C:9]([CH3:24])=[C:8]([CH3:25])[N:7]=[C:6]([NH2:5])[C:11]=2[N:12]=[C:13]1[CH2:21][CH2:22][CH3:23])[CH3:19], predict the reactants needed to synthesize it. The reactants are: Cl.[O:2]([NH2:4])[CH3:3].[NH2:5][C:6]1[C:11]2[N:12]=[C:13]([CH2:21][CH2:22][CH3:23])[N:14]([CH2:15][CH2:16][CH2:17][C:18](=O)[CH3:19])[C:10]=2[C:9]([CH3:24])=[C:8]([CH3:25])[N:7]=1. (2) Given the product [Cl:1][C:2]1[C:7]([F:8])=[CH:6][CH:5]=[CH:4][C:3]=1[N:9]1[C:13]([S:14]([C:17]2[CH:18]=[N:19][C:20]([CH3:37])=[CH:21][CH:22]=2)(=[O:16])=[O:15])=[CH:12][C:11]([CH2:24][N:25]([CH3:33])[C:26](=[O:32])[O:27][C:28]([CH3:29])([CH3:30])[CH3:31])=[N:10]1, predict the reactants needed to synthesize it. The reactants are: [Cl:1][C:2]1[C:7]([F:8])=[CH:6][CH:5]=[CH:4][C:3]=1[N:9]1[C:13]([S:14]([C:17]2[CH:18]=[N:19][C:20](Cl)=[CH:21][CH:22]=2)(=[O:16])=[O:15])=[CH:12][C:11]([CH2:24][N:25]([CH3:33])[C:26](=[O:32])[O:27][C:28]([CH3:31])([CH3:30])[CH3:29])=[N:10]1.[Cl-].[NH4+].O1CCC[CH2:37]1.